Dataset: Full USPTO retrosynthesis dataset with 1.9M reactions from patents (1976-2016). Task: Predict the reactants needed to synthesize the given product. (1) The reactants are: [OH:1][CH2:2][CH2:3][C:4]#[C:5][C:6]1[CH:18]=[CH:17][C:9]([C:10]([O:12][C:13]([CH3:16])([CH3:15])[CH3:14])=[O:11])=[CH:8][CH:7]=1. Given the product [OH:1][CH2:2][CH2:3][CH2:4][CH2:5][C:6]1[CH:18]=[CH:17][C:9]([C:10]([O:12][C:13]([CH3:14])([CH3:15])[CH3:16])=[O:11])=[CH:8][CH:7]=1, predict the reactants needed to synthesize it. (2) Given the product [OH:5][C:6]1[C:15]([O:16][CH3:17])=[CH:14][CH:13]=[C:12]2[C:7]=1[CH2:8][CH2:9][NH:10][C:11]2=[O:18], predict the reactants needed to synthesize it. The reactants are: C(=O)([O:5][C:6]1[C:15]([O:16][CH3:17])=[CH:14][CH:13]=[C:12]2[C:7]=1[CH2:8][CH2:9][NH:10][C:11]2=[O:18])OCC.C([O-])([O-])=O.[K+].[K+]. (3) Given the product [Cl:1][C:2]1[CH:3]=[CH:4][C:5]([C:8]([NH:9][C:10]2[S:11][C:12]([CH3:16])=[C:13]([CH3:15])[N:14]=2)([C:17]2[CH:22]=[C:21]([C:23]([F:25])([F:24])[F:26])[CH:20]=[C:19]([F:27])[CH:18]=2)[C:32]#[N:33])=[N:6][CH:7]=1, predict the reactants needed to synthesize it. The reactants are: [Cl:1][C:2]1[CH:3]=[CH:4][C:5]([C:8]([C:17]2[CH:22]=[C:21]([C:23]([F:26])([F:25])[F:24])[CH:20]=[C:19]([F:27])[CH:18]=2)=[N:9][C:10]2[S:11][C:12]([CH3:16])=[C:13]([CH3:15])[N:14]=2)=[N:6][CH:7]=1.[Si]([C:32]#[N:33])(C)(C)C. (4) Given the product [Br:7][C:8]1[CH:9]=[C:10]([CH:16]=[O:17])[C:11]([CH:14]=[O:15])=[CH:12][CH:13]=1, predict the reactants needed to synthesize it. The reactants are: C(Cl)(=O)C(Cl)=O.[Br:7][C:8]1[CH:9]=[C:10]([CH2:16][OH:17])[C:11]([CH2:14][OH:15])=[CH:12][CH:13]=1.C(N(CC)CC)C.O.